This data is from Forward reaction prediction with 1.9M reactions from USPTO patents (1976-2016). The task is: Predict the product of the given reaction. (1) Given the reactants [N+:1]([C:4]1[CH:9]=[CH:8][C:7]([CH:10]=[CH:11][C:12]2[CH:17]=[CH:16][N:15]=[CH:14][CH:13]=2)=[CH:6][CH:5]=1)([O-])=O.[H][H], predict the reaction product. The product is: [N:15]1[CH:16]=[CH:17][C:12]([CH2:11][CH2:10][C:7]2[CH:6]=[CH:5][C:4]([NH2:1])=[CH:9][CH:8]=2)=[CH:13][CH:14]=1. (2) Given the reactants [C:1]([C:5]1[CH:6]=[C:7]([NH:17][C:18]([NH:20][C:21]2[C:30]3[C:25](=[CH:26][CH:27]=[CH:28][CH:29]=3)[C:24]([O:31][CH2:32][C:33]3[CH:38]=[CH:37][N:36]=[CH:35][CH:34]=3)=[CH:23][CH:22]=2)=[O:19])[N:8]([C:10]2[CH:15]=[CH:14][C:13](C)=[CH:12][CH:11]=2)[N:9]=1)([CH3:4])([CH3:3])[CH3:2].C1(NN)CCCCC1, predict the reaction product. The product is: [C:1]([C:5]1[CH:6]=[C:7]([NH:17][C:18]([NH:20][C:21]2[C:30]3[C:25](=[CH:26][CH:27]=[CH:28][CH:29]=3)[C:24]([O:31][CH2:32][C:33]3[CH:38]=[CH:37][N:36]=[CH:35][CH:34]=3)=[CH:23][CH:22]=2)=[O:19])[N:8]([CH:10]2[CH2:11][CH2:12][CH2:13][CH2:14][CH2:15]2)[N:9]=1)([CH3:4])([CH3:2])[CH3:3]. (3) Given the reactants Br[C:2]1[CH:3]=[C:4]([S:8]([NH:11][C:12]2[CH:17]=[CH:16][CH:15]=[CH:14][CH:13]=2)(=[O:10])=[O:9])[CH:5]=[CH:6][CH:7]=1.C1C=CC=CC=1.C(N(CC)CC)C.[CH2:31]([OH:34])[C:32]#[CH:33], predict the reaction product. The product is: [OH:34][CH2:31][C:32]#[C:33][C:2]1[CH:3]=[C:4]([S:8]([NH:11][C:12]2[CH:17]=[CH:16][CH:15]=[CH:14][CH:13]=2)(=[O:10])=[O:9])[CH:5]=[CH:6][CH:7]=1. (4) Given the reactants [NH2:1][C:2]1[CH:9]=[C:8](F)[C:5]([C:6]#[N:7])=[CH:4][N:3]=1.[CH3:11][N:12]1[CH2:16][CH2:15][CH2:14][C@H:13]1[CH2:17][OH:18], predict the reaction product. The product is: [NH2:1][C:2]1[CH:9]=[C:8]([O:18][CH2:17][C@@H:13]2[CH2:14][CH2:15][CH2:16][N:12]2[CH3:11])[C:5]([C:6]#[N:7])=[CH:4][N:3]=1. (5) Given the reactants [OH:1][C:2]1[C:7]([C:8]([OH:10])=O)=[CH:6][N:5]=[C:4]([N:11]2[CH:15]=[CH:14][CH:13]=[N:12]2)[N:3]=1.CCN(CC)CC.CN(C(ON1N=NC2C=CC=NC1=2)=[N+](C)C)C.F[P-](F)(F)(F)(F)F.Cl.[NH2:48][CH:49]([C:62]1[CH:67]=[CH:66][C:65]([F:68])=[CH:64][CH:63]=1)[C:50]1[CH:55]=[CH:54][C:53]([P:56]([CH3:61])(=[O:60])[O:57][CH2:58][CH3:59])=[CH:52][CH:51]=1, predict the reaction product. The product is: [F:68][C:65]1[CH:64]=[CH:63][C:62]([CH:49]([NH:48][C:8]([C:7]2[C:2]([OH:1])=[N:3][C:4]([N:11]3[CH:15]=[CH:14][CH:13]=[N:12]3)=[N:5][CH:6]=2)=[O:10])[C:50]2[CH:55]=[CH:54][C:53]([P:56]([CH3:61])(=[O:60])[O:57][CH2:58][CH3:59])=[CH:52][CH:51]=2)=[CH:67][CH:66]=1.